The task is: Predict the product of the given reaction.. This data is from Forward reaction prediction with 1.9M reactions from USPTO patents (1976-2016). Given the reactants [CH2:1]([O:3][C:4]([C:6]1[C:7]([CH3:38])=[C:8]2[C:13](=[CH:14][C:15]=1[CH3:16])[N:12]=[C:11]([CH2:17][O:18]CC1C=CC=CC=1)[N:10]([C:26]1[CH:31]=[CH:30][CH:29]=[CH:28][C:27]=1[S:32](=[O:36])(=[O:35])[NH:33][CH3:34])[C:9]2=[O:37])=[O:5])[CH3:2].[CH2:39](OC(=O)C1C(C)=CC(NC(=O)COCC2C=CC=CC=2)=C(C(O)=O)C=1C)[CH3:40].NC1C=CC=CC=1S(NC)(=O)=O.P(Cl)(Cl)Cl.C([O-])(O)=O.[Na+], predict the reaction product. The product is: [CH2:1]([O:3][C:4]([C:6]1[C:7]([CH3:38])=[C:8]2[C:13](=[CH:14][C:15]=1[CH3:16])[N:12]=[C:11]([CH2:17][OH:18])[N:10]([C:26]1[CH:31]=[CH:30][CH:29]=[CH:28][C:27]=1[S:32](=[O:35])(=[O:36])[NH:33][CH3:34])[C:9]2=[O:37])=[O:5])[CH2:2][CH2:39][CH3:40].